Task: Predict the reactants needed to synthesize the given product.. Dataset: Full USPTO retrosynthesis dataset with 1.9M reactions from patents (1976-2016) (1) Given the product [Si:21]([O:20][CH:7]([C:4]1[O:5][CH:6]=[C:2]([C:33]2[CH:38]=[CH:37][CH:36]=[CH:35][CH:34]=2)[N:3]=1)[CH2:8][CH2:9][CH2:10][CH2:11][CH2:12][CH2:13][C:14]1[CH:19]=[CH:18][CH:17]=[CH:16][CH:15]=1)([C:24]([CH3:27])([CH3:26])[CH3:25])([CH3:23])[CH3:22], predict the reactants needed to synthesize it. The reactants are: Br[C:2]1[N:3]=[C:4]([CH:7]([O:20][Si:21]([C:24]([CH3:27])([CH3:26])[CH3:25])([CH3:23])[CH3:22])[CH2:8][CH2:9][CH2:10][CH2:11][CH2:12][CH2:13][C:14]2[CH:19]=[CH:18][CH:17]=[CH:16][CH:15]=2)[O:5][CH:6]=1.C([Sn](CCCC)(CCCC)[C:33]1[CH:38]=[CH:37][CH:36]=[CH:35][CH:34]=1)CCC. (2) Given the product [CH3:1][O:2][C:3](=[O:24])[C@@H:4]([C@H:14]([OH:23])[C:15]([N:17]1[CH2:22][CH2:21][O:20][CH2:19][CH2:18]1)=[O:16])[CH2:5][CH2:6][CH2:7][C:8]1[CH:13]=[CH:12][CH:11]=[CH:10][CH:9]=1, predict the reactants needed to synthesize it. The reactants are: [CH3:1][O:2][C:3](=[O:24])[C@@H:4]([C@H:14]([OH:23])[C:15]([N:17]1[CH2:22][CH2:21][O:20][CH2:19][CH2:18]1)=[O:16])[CH2:5]/[CH:6]=[CH:7]/[C:8]1[CH:13]=[CH:12][CH:11]=[CH:10][CH:9]=1. (3) Given the product [OH:53][CH2:52][C@@H:51]([NH:50][C:11]([C:9]1[CH:8]=[N:7][C:6]([N:14]2[CH2:18][CH2:17][CH2:16][CH2:15]2)=[C:5]([O:4][CH2:1][CH2:2][CH3:3])[N:10]=1)=[O:13])[CH2:54][CH:55]([CH3:57])[CH3:56], predict the reactants needed to synthesize it. The reactants are: [CH2:1]([O:4][C:5]1[N:10]=[C:9]([C:11]([OH:13])=O)[CH:8]=[N:7][C:6]=1[N:14]1[CH2:18][CH2:17][CH2:16][CH2:15]1)[CH2:2][CH3:3].CN(C(ON1N=NC2C=CC=CC1=2)=[N+](C)C)C.[B-](F)(F)(F)F.CCN(C(C)C)C(C)C.[NH2:50][C@@H:51]([CH2:54][CH:55]([CH3:57])[CH3:56])[CH2:52][OH:53]. (4) The reactants are: CC([N:5]([CH2:9][C:10]([CH3:23])([CH3:22])[CH2:11][NH:12][C:13]1[CH:18]=[CH:17][CH:16]=[CH:15][C:14]=1[N+:19]([O-])=O)[C:6](=[O:8])[O-:7])(C)C. Given the product [NH2:19][C:14]1[CH:15]=[CH:16][CH:17]=[CH:18][C:13]=1[NH:12][CH2:11][C:10]([CH3:22])([CH3:23])[CH2:9][NH:5][C:6](=[O:8])[O:7][C:10]([CH3:22])([CH3:11])[CH3:9], predict the reactants needed to synthesize it. (5) Given the product [F:14][C:15]([F:24])([F:25])[C:16]1[CH:17]=[C:18]([CH:21]=[CH:22][CH:23]=1)[CH2:19][N:1]1[CH2:5][CH2:4][C@H:3]([NH:6][C:7](=[O:13])[O:8][C:9]([CH3:10])([CH3:12])[CH3:11])[CH2:2]1, predict the reactants needed to synthesize it. The reactants are: [NH:1]1[CH2:5][CH2:4][C@H:3]([NH:6][C:7](=[O:13])[O:8][C:9]([CH3:12])([CH3:11])[CH3:10])[CH2:2]1.[F:14][C:15]([F:25])([F:24])[C:16]1[CH:17]=[C:18]([CH:21]=[CH:22][CH:23]=1)[CH:19]=O.C(O[BH-](OC(=O)C)OC(=O)C)(=O)C.[Na+]. (6) Given the product [F:1][C:2]1[CH:7]=[CH:6][C:5]([F:8])=[CH:4][C:3]=1[C@H:9]1[CH2:13][CH2:12][CH2:11][N:10]1[C:14]1[CH:19]=[CH:18][N:17]2[N:20]=[CH:21][C:33]([C:32]([N:31]3[CH2:30][C:35]([OH:34])([CH2:42][OH:41])[CH2:36]3)=[O:43])=[C:16]2[CH:15]=1, predict the reactants needed to synthesize it. The reactants are: [F:1][C:2]1[CH:7]=[CH:6][C:5]([F:8])=[CH:4][C:3]=1[C@H:9]1[CH2:13][CH2:12][CH2:11][N:10]1[C:14]1[CH:19]=[CH:18][N:17]2[N:20]=[CH:21]C(C(N3CC(=C)C3)=O)=[C:16]2[CH:15]=1.[CH3:30][N+:31]1([O-])[CH2:36][CH2:35][O:34][CH2:33][CH2:32]1.C1[CH2:42][O:41]CC1.[OH2:43]. (7) The reactants are: [Cl:1][C:2]1[CH:3]=[C:4]([C:8]2[N:13]3[N:14]=[C:15]([NH2:17])[N:16]=[C:12]3[CH:11]=[CH:10][CH:9]=2)[CH:5]=[CH:6][CH:7]=1.I[C:19]1[CH:28]=[CH:27][C:22]([C:23]([O:25][CH3:26])=[O:24])=[CH:21][CH:20]=1.C(=O)([O-])[O-].[Cs+].[Cs+].CC1(C)C2C(=C(P(C3C=CC=CC=3)C3C=CC=CC=3)C=CC=2)OC2C(P(C3C=CC=CC=3)C3C=CC=CC=3)=CC=CC1=2. Given the product [Cl:1][C:2]1[CH:3]=[C:4]([C:8]2[N:13]3[N:14]=[C:15]([NH:17][C:19]4[CH:28]=[CH:27][C:22]([C:23]([O:25][CH3:26])=[O:24])=[CH:21][CH:20]=4)[N:16]=[C:12]3[CH:11]=[CH:10][CH:9]=2)[CH:5]=[CH:6][CH:7]=1, predict the reactants needed to synthesize it. (8) Given the product [Br:1][C:2]1[CH:11]=[C:10]2[C:5]([CH2:6][CH2:7][N:8]([C:17](=[O:35])[C:18]([N:20]([C:31]([CH3:34])([CH3:32])[CH3:33])[CH2:21][CH2:22][CH2:23][C:24]#[C:25][C:26]3[S:27][CH:28]=[CH:29][CH:30]=3)=[O:19])[CH:9]2[C:12]([OH:14])=[O:13])=[CH:4][C:3]=1[O:36][CH3:37], predict the reactants needed to synthesize it. The reactants are: [Br:1][C:2]1[CH:11]=[C:10]2[C:5]([CH2:6][CH2:7][N:8]([C:17](=[O:35])[C:18]([N:20]([C:31]([CH3:34])([CH3:33])[CH3:32])[CH2:21][CH2:22][CH2:23][C:24]#[C:25][C:26]3[S:27][CH:28]=[CH:29][CH:30]=3)=[O:19])[CH:9]2[C:12]([O:14]CC)=[O:13])=[CH:4][C:3]=1[O:36][CH3:37].[OH-].[K+].Cl. (9) Given the product [Br:1][C:2]1[CH:3]=[CH:4][C:5]2[C:6]3[CH:7]([C:47]([OH:48])([C:41]4[O:40][N:39]=[C:38]([C:32]5[CH:37]=[CH:36][CH:35]=[CH:34][CH:33]=5)[C:42]=4[C:43]([F:46])([F:45])[F:44])[O:55][N:19]=3)[CH2:8][N:9]([C:12]([O:14][C:15]([CH3:17])([CH3:18])[CH3:16])=[O:13])[C:10]=2[CH:11]=1, predict the reactants needed to synthesize it. The reactants are: [Br:1][C:2]1[CH:11]=[C:10]2[C:5]([C:6]([N:19]3CCOCC3)=[CH:7][CH2:8][N:9]2[C:12]([O:14][C:15]([CH3:18])([CH3:17])[CH3:16])=[O:13])=[CH:4][CH:3]=1.C(N(CC)CC)C.[C:32]1([C:38]2[C:42]([C:43]([F:46])([F:45])[F:44])=[C:41]([C:47](F)=[O:48])[O:40][N:39]=2)[CH:37]=[CH:36][CH:35]=[CH:34][CH:33]=1.Cl.NO.C([O-])(=[O:55])C.[Na+].O. (10) The reactants are: Cl[C:2]1[N:7]=[C:6]([CH3:8])[N:5]=[C:4]([NH:9][C:10]2[S:11][C:12]([S:15][C:16]3[CH:21]=[CH:20][N:19]=[C:18]([C:22]([OH:24])=[O:23])[CH:17]=3)=[CH:13][N:14]=2)[CH:3]=1.[N:25]1([CH2:31][CH2:32][OH:33])[CH2:30][CH2:29][NH:28][CH2:27][CH2:26]1.CCN(C(C)C)C(C)C. Given the product [OH:33][CH2:32][CH2:31][N:25]1[CH2:30][CH2:29][N:28]([C:2]2[N:7]=[C:6]([CH3:8])[N:5]=[C:4]([NH:9][C:10]3[S:11][C:12]([S:15][C:16]4[CH:21]=[CH:20][N:19]=[C:18]([C:22]([OH:24])=[O:23])[CH:17]=4)=[CH:13][N:14]=3)[CH:3]=2)[CH2:27][CH2:26]1, predict the reactants needed to synthesize it.